From a dataset of Forward reaction prediction with 1.9M reactions from USPTO patents (1976-2016). Predict the product of the given reaction. (1) Given the reactants [N+:1]([C:4]1[CH:11]=[CH:10][CH:9]=[C:8]([O:12][C:13]2[CH:18]=[CH:17][CH:16]=[CH:15][CH:14]=2)[C:5]=1[C:6]#[N:7])([O-])=O.Cl, predict the reaction product. The product is: [NH2:1][C:4]1[CH:11]=[CH:10][CH:9]=[C:8]([O:12][C:13]2[CH:18]=[CH:17][CH:16]=[CH:15][CH:14]=2)[C:5]=1[C:6]#[N:7]. (2) Given the reactants Cl[C:2]1[CH:7]=[C:6]([C:8]2[NH:16][C:15]3[CH2:14][CH2:13][NH:12][C:11](=[O:17])[C:10]=3[CH:9]=2)[CH:5]=[CH:4][N:3]=1.[CH3:18][NH:19][NH2:20], predict the reaction product. The product is: [CH3:18][N:19]([C:2]1[CH:7]=[C:6]([C:8]2[NH:16][C:15]3[CH2:14][CH2:13][NH:12][C:11](=[O:17])[C:10]=3[CH:9]=2)[CH:5]=[CH:4][N:3]=1)[NH2:20]. (3) Given the reactants [C:1]([O:4][C@H:5]([C:34]1[CH:39]=[CH:38][C:37]([F:40])=[CH:36][CH:35]=1)[CH2:6][CH2:7][C@@H:8]1[C@@H:11]([C:12]2[CH:17]=[CH:16][C:15](OS(C(F)(F)F)(=O)=O)=[CH:14][CH:13]=2)[N:10]([C:26]2[CH:31]=[CH:30][C:29](I)=[CH:28][CH:27]=2)[C:9]1=[O:33])(=[O:3])[CH3:2].[C:41]([O:44][C:45]1([C:53]#[CH:54])[CH2:50][O:49][C:48]([CH3:52])([CH3:51])[O:47][CH2:46]1)(=[O:43])[CH3:42], predict the reaction product. The product is: [C:41]([O:44][C:45]1([C:53]#[C:54][C:29]2[CH:28]=[CH:27][C:26]([N:10]3[C:9](=[O:33])[C@H:8]([CH2:7][CH2:6][C@H:5]([O:4][C:1](=[O:3])[CH3:2])[C:34]4[CH:39]=[CH:38][C:37]([F:40])=[CH:36][CH:35]=4)[C@H:11]3[C:12]3[CH:17]=[CH:16][C:15]([C:54]#[C:53][C:45]4([O:44][C:41](=[O:43])[CH3:42])[CH2:50][O:49][C:48]([CH3:52])([CH3:51])[O:47][CH2:46]4)=[CH:14][CH:13]=3)=[CH:31][CH:30]=2)[CH2:50][O:49][C:48]([CH3:51])([CH3:52])[O:47][CH2:46]1)(=[O:43])[CH3:42]. (4) Given the reactants [Cl:1][C:2]1[CH:10]=[C:9]2[C:5]([C:6]3([O:16][CH2:15][CH2:14][CH2:13][O:12]3)[C:7](=[O:11])[NH:8]2)=[CH:4][CH:3]=1.[OH-].[C:18](#[N:21])[CH:19]=[CH2:20].O, predict the reaction product. The product is: [Cl:1][C:2]1[CH:10]=[C:9]2[C:5]([C:6]3([O:16][CH2:15][CH2:14][CH2:13][O:12]3)[C:7](=[O:11])[N:8]2[CH2:20][CH2:19][C:18]#[N:21])=[CH:4][CH:3]=1. (5) Given the reactants [N:1]1[N:2]=[C:3]([C:9]2[CH:15]=[CH:14][C:12]([NH2:13])=[CH:11][CH:10]=2)[N:4]2[CH2:8][CH2:7][CH2:6][C:5]=12.Cl[C:17]1[CH:18]=[CH:19][C:20]2[CH2:21][N:22]([CH2:34][CH2:35][OH:36])[CH2:23][C@@H:24]([C:28]3[CH:33]=[CH:32][CH:31]=[CH:30][CH:29]=3)[O:25][C:26]=2[N:27]=1.C1(P(C2CCCCC2)C2C=CC=CC=2C2C=CC=CC=2)CCCCC1.C(=O)([O-])[O-].[Cs+].[Cs+], predict the reaction product. The product is: [N:1]1[N:2]=[C:3]([C:9]2[CH:15]=[CH:14][C:12]([NH:13][C:17]3[CH:18]=[CH:19][C:20]4[CH2:21][N:22]([CH2:34][CH2:35][OH:36])[CH2:23][C@@H:24]([C:28]5[CH:33]=[CH:32][CH:31]=[CH:30][CH:29]=5)[O:25][C:26]=4[N:27]=3)=[CH:11][CH:10]=2)[N:4]2[CH2:8][CH2:7][CH2:6][C:5]=12. (6) The product is: [CH2:22]([N:14]([C:12]1[CH:13]=[C:8]([O:7][CH2:3][C:4]#[C:5][CH3:6])[N:9]=[CH:10][N:11]=1)[C:15]1[CH:20]=[CH:19][CH:18]=[CH:17][CH:16]=1)[CH2:23][CH3:24]. Given the reactants [H-].[Na+].[CH2:3]([O:7][C:8]1[CH:13]=[C:12]([NH:14][C:15]2[CH:20]=[CH:19][CH:18]=[CH:17][CH:16]=2)[N:11]=[CH:10][N:9]=1)[C:4]#[C:5][CH3:6].I[CH2:22][CH2:23][CH3:24].[Cl-].[NH4+], predict the reaction product.